Dataset: Catalyst prediction with 721,799 reactions and 888 catalyst types from USPTO. Task: Predict which catalyst facilitates the given reaction. (1) Reactant: [Br:1][C:2]1[CH:10]=[CH:9][C:5]([C:6](O)=[O:7])=[CH:4][N:3]=1.C(N(CC)CC)C.ClC(OCC)=O.[BH4-].[Na+]. Product: [Br:1][C:2]1[N:3]=[CH:4][C:5]([CH2:6][OH:7])=[CH:9][CH:10]=1. The catalyst class is: 30. (2) Reactant: [H-].[H-].[H-].[H-].[Li+].[Al+3].[CH2:7]1[C:15]2[C:10](=[CH:11][C:12]([C:16](O)=[O:17])=[CH:13][CH:14]=2)[CH2:9][CH2:8]1. Product: [CH2:7]1[C:15]2[C:10](=[CH:11][C:12]([CH2:16][OH:17])=[CH:13][CH:14]=2)[CH2:9][CH2:8]1. The catalyst class is: 1. (3) Reactant: [C:1]1([C@@H:7]2[N:21]3[C:22]4[C:14]([C:15]5[C:16](=[O:23])[CH2:17][CH2:18][CH2:19][C:20]=53)=[CH:13][CH:12]=[CH:11][C:10]=4[O:9][CH2:8]2)[CH:6]=[CH:5][CH:4]=[CH:3][CH:2]=1.C(O)(=O)C.O.C(=O)([O-])[O-].[Li+].[Li+].[Cl-].[Li+]. Product: [C:1]1([C@@H:7]2[N:21]3[C:22]4[C:14]([C:15]5[C:20]3=[CH:19][CH:18]=[CH:17][C:16]=5[OH:23])=[CH:13][CH:12]=[CH:11][C:10]=4[O:9][CH2:8]2)[CH:2]=[CH:3][CH:4]=[CH:5][CH:6]=1. The catalyst class is: 3. (4) Reactant: [NH2:1]CCC[Si](OCC)(OCC)OCC.[O:15]=[CH:16][C@@H:17]([C@H:19]([C@@H:21]([C@@H:23]([CH2:25]O)[OH:24])[OH:22])[OH:20])[OH:18]. Product: [CH2:16]1[O:15][C@:23]([OH:24])([CH2:25][NH2:1])[C@@H:21]([OH:22])[C@H:19]([OH:20])[C@@H:17]1[OH:18]. The catalyst class is: 6. (5) Reactant: Br[C:2]1[CH:3]=[CH:4][C:5]([N:8]2[C:12]([CH3:13])=[CH:11][CH:10]=[C:9]2[CH3:14])=[N:6][CH:7]=1.[Li]CCCC.CON(C)[C:23](=[O:32])[C:24]1[CH:29]=[CH:28][C:27]([O:30][CH3:31])=[CH:26][CH:25]=1. Product: [CH3:14][C:9]1[N:8]([C:5]2[N:6]=[CH:7][C:2]([C:23]([C:24]3[CH:29]=[CH:28][C:27]([O:30][CH3:31])=[CH:26][CH:25]=3)=[O:32])=[CH:3][CH:4]=2)[C:12]([CH3:13])=[CH:11][CH:10]=1. The catalyst class is: 28.